This data is from Reaction yield outcomes from USPTO patents with 853,638 reactions. The task is: Predict the reaction yield, written as a fraction of the theoretical maximum amount of product (1.0 means a 100% yield; for example, 0.34 means a 34% yield). (1) The reactants are [OH-].[Na+].C([O:5][C:6]([C:8]1[CH:12]=[C:11]([CH2:13][CH:14]([C:16]2[CH:21]=[CH:20][CH:19]=[CH:18][CH:17]=2)[CH3:15])[NH:10][N:9]=1)=[O:7])C. The catalyst is CO. The product is [C:16]1([CH:14]([CH3:15])[CH2:13][C:11]2[NH:10][N:9]=[C:8]([C:6]([OH:7])=[O:5])[CH:12]=2)[CH:17]=[CH:18][CH:19]=[CH:20][CH:21]=1. The yield is 0.683. (2) The reactants are C(OC(=O)[NH:5][C:6]([NH:8][C:9]1[CH:14]=[CH:13][C:12]([O:15][C:16]2[CH:21]=[CH:20][C:19]([F:22])=[C:18]([NH:23][C:24]([O:26][C:27]([CH3:30])([CH3:29])[CH3:28])=[O:25])[CH:17]=2)=[CH:11][N:10]=1)=S)C.[Cl-].O[NH3+].C([N:38](CC)C(C)C)(C)C.C(O)C. The catalyst is CO. The product is [NH2:38][C:6]1[N:8]=[C:9]2[CH:14]=[CH:13][C:12]([O:15][C:16]3[CH:21]=[CH:20][C:19]([F:22])=[C:18]([NH:23][C:24](=[O:25])[O:26][C:27]([CH3:29])([CH3:28])[CH3:30])[CH:17]=3)=[CH:11][N:10]2[N:5]=1. The yield is 0.840. (3) The reactants are C1(C2C=CC(CNCCC3C=CC(F)=C(C(F)(F)F)C=3)=CC=2)CC1.[CH3:25][C:26]([C:30]1[CH:37]=[CH:36][C:33]([CH:34]=O)=[CH:32][CH:31]=1)([CH3:29])[CH2:27][CH3:28].[Cl:38][C:39]1[CH:40]=[C:41]([CH2:46][CH2:47][NH2:48])[CH:42]=[CH:43][C:44]=1[Cl:45].[BH4-].[Na+]. No catalyst specified. The product is [Cl:38][C:39]1[CH:40]=[C:41]([CH2:46][CH2:47][NH:48][CH2:34][C:33]2[CH:36]=[CH:37][C:30]([C:26]([CH3:29])([CH3:25])[CH2:27][CH3:28])=[CH:31][CH:32]=2)[CH:42]=[CH:43][C:44]=1[Cl:45]. The yield is 0.970.